This data is from Peptide-MHC class I binding affinity with 185,985 pairs from IEDB/IMGT. The task is: Regression. Given a peptide amino acid sequence and an MHC pseudo amino acid sequence, predict their binding affinity value. This is MHC class I binding data. (1) The peptide sequence is GMMQNDYGGM. The MHC is HLA-A02:06 with pseudo-sequence HLA-A02:06. The binding affinity (normalized) is 0.132. (2) The peptide sequence is QPFRPQQPY. The MHC is HLA-B54:01 with pseudo-sequence HLA-B54:01. The binding affinity (normalized) is 0. (3) The peptide sequence is LGPHYTPKI. The MHC is Mamu-A01 with pseudo-sequence Mamu-A01. The binding affinity (normalized) is 0.439. (4) The peptide sequence is IRQIINTWHK. The MHC is HLA-B27:05 with pseudo-sequence HLA-B27:05. The binding affinity (normalized) is 0.709. (5) The peptide sequence is EQEIESLEA. The MHC is HLA-A02:01 with pseudo-sequence HLA-A02:01. The binding affinity (normalized) is 0.0595. (6) The peptide sequence is ATGTDMPGGY. The MHC is HLA-A30:02 with pseudo-sequence HLA-A30:02. The binding affinity (normalized) is 0.420.